From a dataset of Forward reaction prediction with 1.9M reactions from USPTO patents (1976-2016). Predict the product of the given reaction. (1) The product is: [Br:1][C:2]1[CH:11]=[C:10]2[C:5]([C:6]([Cl:25])=[N:7][C:8]([CH2:12][Cl:13])=[N:9]2)=[CH:4][CH:3]=1. Given the reactants [Br:1][C:2]1[CH:11]=[C:10]2[C:5]([C:6](=O)[NH:7][C:8]([CH2:12][Cl:13])=[N:9]2)=[CH:4][CH:3]=1.N1C(C)=CC=CC=1C.P(Cl)(Cl)([Cl:25])=O, predict the reaction product. (2) Given the reactants [Cl:1][C:2]1[CH:7]=[CH:6][C:5]([NH:8][C:9](=[NH:18])[C:10]2[CH:15]=[CH:14][CH:13]=[CH:12][C:11]=2[O:16][CH3:17])=[CH:4][CH:3]=1.Br[CH2:20][C:21]([C:23]1([OH:33])[CH2:28][C:27]([CH3:30])([CH3:29])[O:26][C:25]([CH3:32])([CH3:31])[CH2:24]1)=O.C([O-])(O)=O.[Na+], predict the reaction product. The product is: [Cl:1][C:2]1[CH:3]=[CH:4][C:5]([N:8]2[CH:20]=[C:21]([C:23]3([OH:33])[CH2:24][C:25]([CH3:31])([CH3:32])[O:26][C:27]([CH3:30])([CH3:29])[CH2:28]3)[N:18]=[C:9]2[C:10]2[CH:15]=[CH:14][CH:13]=[CH:12][C:11]=2[O:16][CH3:17])=[CH:6][CH:7]=1. (3) The product is: [Cl:13][C:11]1[CH:12]=[C:7]([NH:6][S:2]([CH3:1])(=[O:4])=[O:3])[C:8]([F:37])=[C:9]([C:14]2[C:18]([C:19]3[CH:24]=[CH:23][N:22]=[C:21]([NH:25][CH2:26][C@@H:27]([NH:29][C:30](=[O:33])[O:31][CH3:32])[CH3:28])[N:20]=3)=[CH:17][N:16]([CH:34]([CH3:35])[CH3:36])[N:15]=2)[CH:10]=1. Given the reactants [CH3:1][S:2](Cl)(=[O:4])=[O:3].[NH2:6][C:7]1[C:8]([F:37])=[C:9]([C:14]2[C:18]([C:19]3[CH:24]=[CH:23][N:22]=[C:21]([NH:25][CH2:26][C@@H:27]([NH:29][C:30](=[O:33])[O:31][CH3:32])[CH3:28])[N:20]=3)=[CH:17][N:16]([CH:34]([CH3:36])[CH3:35])[N:15]=2)[CH:10]=[C:11]([Cl:13])[CH:12]=1.C(=O)(O)[O-].[Na+], predict the reaction product. (4) Given the reactants [CH3:1][C:2]1[CH:7]=[C:6]([B:8]2[O:12][C:11]([CH3:14])([CH3:13])[C:10]([CH3:16])([CH3:15])[O:9]2)[CH:5]=[C:4]([CH3:17])[C:3]=1[OH:18].Br[CH2:20][CH2:21][CH3:22].C([O-])([O-])=O.[K+].[K+], predict the reaction product. The product is: [CH3:17][C:4]1[CH:5]=[C:6]([B:8]2[O:12][C:11]([CH3:13])([CH3:14])[C:10]([CH3:16])([CH3:15])[O:9]2)[CH:7]=[C:2]([CH3:1])[C:3]=1[O:18][CH2:20][CH2:21][CH3:22]. (5) Given the reactants N#N.[CH3:3][N:4]1[CH2:9][CH2:8][N:7]([C:10]2[CH:15]=[CH:14][N:13]=[C:12]([C:16]3[CH:17]=[C:18](OS(C(F)(F)F)(=O)=O)[CH:19]=[CH:20][CH:21]=3)[CH:11]=2)[CH2:6][CH2:5]1.[F:30][C:31]1[CH:36]=[CH:35][C:34](B(O)O)=[CH:33][CH:32]=1.C([O-])([O-])=O.[K+].[K+], predict the reaction product. The product is: [F:30][C:31]1[CH:36]=[CH:35][C:34]([C:18]2[CH:19]=[CH:20][CH:21]=[C:16]([C:12]3[CH:11]=[C:10]([N:7]4[CH2:6][CH2:5][N:4]([CH3:3])[CH2:9][CH2:8]4)[CH:15]=[CH:14][N:13]=3)[CH:17]=2)=[CH:33][CH:32]=1. (6) Given the reactants [C:1]([C:3](=[C:9](OCC)[CH2:10][CH3:11])[C:4]([O:6][CH2:7][CH3:8])=[O:5])#[N:2].[C:15]1([NH:21][NH2:22])[CH:20]=[CH:19][CH:18]=[CH:17][CH:16]=1.C(N(CC)CC)C, predict the reaction product. The product is: [NH2:2][C:1]1[N:21]([C:15]2[CH:20]=[CH:19][CH:18]=[CH:17][CH:16]=2)[N:22]=[C:9]([CH2:10][CH3:11])[C:3]=1[C:4]([O:6][CH2:7][CH3:8])=[O:5]. (7) The product is: [C:1]([O:5][CH:6]([C:11]1[CH:16]=[CH:15][CH:14]=[C:13]([C:17]([F:20])([F:19])[F:18])[C:12]=1[C:21]1[CH:22]=[CH:23][C:24]2[O:29][CH2:28][CH2:27][CH2:26][C:25]=2[CH:30]=1)[C:7]([OH:9])=[O:8])([CH3:4])([CH3:2])[CH3:3]. Given the reactants [C:1]([O:5][CH:6]([C:11]1[CH:16]=[CH:15][CH:14]=[C:13]([C:17]([F:20])([F:19])[F:18])[C:12]=1[C:21]1[CH:22]=[CH:23][C:24]2[O:29][CH2:28][CH2:27][CH2:26][C:25]=2[CH:30]=1)[C:7]([O:9]C)=[O:8])([CH3:4])([CH3:3])[CH3:2].[OH-].[Na+].OP([O-])(O)=O.[Na+], predict the reaction product.